Dataset: Forward reaction prediction with 1.9M reactions from USPTO patents (1976-2016). Task: Predict the product of the given reaction. (1) The product is: [CH2:1]([O:8][C@@H:9]([CH:14]([CH3:16])[CH3:15])[C:10]([OH:12])=[O:11])[C:2]1[CH:7]=[CH:6][CH:5]=[CH:4][CH:3]=1. Given the reactants [CH2:1]([O:8][C@@H:9]([CH:14]([CH3:16])[CH3:15])[C:10]([O:12]C)=[O:11])[C:2]1[CH:7]=[CH:6][CH:5]=[CH:4][CH:3]=1.[OH-].[K+].Cl, predict the reaction product. (2) Given the reactants [CH3:1][C:2]1[C:3]2[CH:13]=[CH:12][CH:11]=[CH:10][C:4]=2[S:5][C:6]=1[C:7]([OH:9])=O.C[O:15][C:16](=[O:35])[CH2:17][CH2:18][C:19]1[CH:24]=[CH:23][C:22]([O:25][C:26]2[CH:31]=[CH:30][CH:29]=[C:28]([CH2:32][NH2:33])[CH:27]=2)=[CH:21][C:20]=1[CH3:34], predict the reaction product. The product is: [CH3:34][C:20]1[CH:21]=[C:22]([O:25][C:26]2[CH:31]=[CH:30][CH:29]=[C:28]([CH2:32][NH:33][C:7]([C:6]3[S:5][C:4]4[CH:10]=[CH:11][CH:12]=[CH:13][C:3]=4[C:2]=3[CH3:1])=[O:9])[CH:27]=2)[CH:23]=[CH:24][C:19]=1[CH2:18][CH2:17][C:16]([OH:35])=[O:15]. (3) The product is: [N:43]1([CH2:42][CH2:41][NH:40][C:8]([C:7]2[CH:6]=[C:5]([CH3:11])[NH:4][C:3]=2[CH:1]=[O:2])=[O:10])[CH2:47][CH2:46][CH2:45][CH2:44]1. Given the reactants [CH:1]([C:3]1[NH:4][C:5]([CH3:11])=[CH:6][C:7]=1[C:8]([OH:10])=O)=[O:2].C(N=C=NCCCN(C)C)C.ON1C2C=CC=CC=2N=N1.C(N(CC)CC)C.[NH2:40][CH2:41][CH2:42][N:43]1[CH2:47][CH2:46][CH2:45][CH2:44]1, predict the reaction product.